The task is: Predict the reactants needed to synthesize the given product.. This data is from Full USPTO retrosynthesis dataset with 1.9M reactions from patents (1976-2016). Given the product [C:37]([C:34]1[S:33][C:32]([C:30]([NH:29][C@@H:15]([CH2:14][C:11]2[CH:12]=[CH:13][C:8]([C:5]3[N:4]=[CH:3][C:2]([C:61]4[CH:62]=[CH:63][C:58]([OH:57])=[CH:59][CH:60]=4)=[CH:7][N:6]=3)=[CH:9][CH:10]=2)[C:16]([N:18]2[CH2:21][CH:20]([C:22]([O:24][C:25]([CH3:28])([CH3:27])[CH3:26])=[O:23])[CH2:19]2)=[O:17])=[O:31])=[CH:36][CH:35]=1)([CH3:40])([CH3:39])[CH3:38], predict the reactants needed to synthesize it. The reactants are: Br[C:2]1[CH:3]=[N:4][C:5]([C:8]2[CH:13]=[CH:12][C:11]([CH2:14][C@H:15]([NH:29][C:30]([C:32]3[S:33][C:34]([C:37]([CH3:40])([CH3:39])[CH3:38])=[CH:35][CH:36]=3)=[O:31])[C:16]([N:18]3[CH2:21][CH:20]([C:22]([O:24][C:25]([CH3:28])([CH3:27])[CH3:26])=[O:23])[CH2:19]3)=[O:17])=[CH:10][CH:9]=2)=[N:6][CH:7]=1.O.O.O.O.O.O.O.O.O.O.C(=O)([O-])[O-].[Na+].[Na+].[OH:57][C:58]1[CH:63]=[CH:62][C:61](B(O)O)=[CH:60][CH:59]=1.